This data is from Forward reaction prediction with 1.9M reactions from USPTO patents (1976-2016). The task is: Predict the product of the given reaction. Given the reactants FC1C=CC=CC=1CCN[C:11]([CH2:13][CH2:14][CH2:15][C:16]([OH:18])=[O:17])=[O:12].[CH2:19]([C:26]1([N:33]([CH3:35])[CH3:34])[CH2:31][CH2:30][CH:29]([NH2:32])[CH2:28][CH2:27]1)[C:20]1[CH:25]=[CH:24][CH:23]=[CH:22][CH:21]=1.CC(N=C=NC(C)C)C.ON1C2C=CC=CC=2N=N1, predict the reaction product. The product is: [CH2:19]([C:26]1([N:33]([CH3:34])[CH3:35])[CH2:31][CH2:30][CH:29]([NH:32][C:11](=[O:12])[CH2:13][CH2:14][CH2:15][C:16]([OH:18])=[O:17])[CH2:28][CH2:27]1)[C:20]1[CH:25]=[CH:24][CH:23]=[CH:22][CH:21]=1.